This data is from Forward reaction prediction with 1.9M reactions from USPTO patents (1976-2016). The task is: Predict the product of the given reaction. (1) Given the reactants Br[CH2:2][CH2:3][N:4]1[C:12]2[CH:11]=[C:10]3[NH:13][C:14]([C:16]4[CH:20]=[C:19]([CH3:21])[NH:18][N:17]=4)=[N:15][C:9]3=[CH:8][C:7]=2[C:6]([CH3:23])([CH3:22])[C:5]1=[O:24].[CH2:25]([NH:27][CH2:28][CH3:29])[CH3:26], predict the reaction product. The product is: [CH2:25]([N:27]([CH2:28][CH3:29])[CH2:2][CH2:3][N:4]1[C:12]2[CH:11]=[C:10]3[NH:13][C:14]([C:16]4[CH:20]=[C:19]([CH3:21])[NH:18][N:17]=4)=[N:15][C:9]3=[CH:8][C:7]=2[C:6]([CH3:23])([CH3:22])[C:5]1=[O:24])[CH3:26]. (2) Given the reactants [CH2:1]([C:3]1[S:4][CH:5]=[CH:6][CH:7]=1)[CH3:2].[Li]CCCC.[CH2:13]1[O:15][CH2:14]1, predict the reaction product. The product is: [CH2:1]([C:3]1[S:4][C:5]([CH2:14][CH2:13][OH:15])=[CH:6][CH:7]=1)[CH3:2]. (3) Given the reactants [CH2:1]([C:3]1[CH:8]=[C:7]([N+:9]([O-])=O)[CH:6]=[CH:5][N+:4]=1[O-])[CH3:2], predict the reaction product. The product is: [CH2:1]([C:3]1[CH:8]=[C:7]([NH2:9])[CH:6]=[CH:5][N:4]=1)[CH3:2]. (4) Given the reactants C(OC([NH:8][CH:9]([CH3:31])[CH:10]([N:12]1[C:16]2=[N:17][C:18]([C:21]([O:23][CH2:24][CH3:25])=[O:22])=[CH:19][CH:20]=[C:15]2[CH:14]=[C:13]1[C:26]([O:28][CH2:29][CH3:30])=[O:27])[CH3:11])=O)(C)(C)C.C(O)(C(F)(F)F)=O, predict the reaction product. The product is: [NH2:8][CH:9]([CH3:31])[CH:10]([N:12]1[C:16]2=[N:17][C:18]([C:21]([O:23][CH2:24][CH3:25])=[O:22])=[CH:19][CH:20]=[C:15]2[CH:14]=[C:13]1[C:26]([O:28][CH2:29][CH3:30])=[O:27])[CH3:11]. (5) Given the reactants C([O:3][C:4](=[O:31])[CH2:5][O:6][C:7]1[CH:12]=[CH:11][C:10]([C@@H:13]2[CH2:17][CH2:16][C@H:15]([NH:18][C@@H:19]([C:21]3[C:30]4[C:25](=[CH:26][CH:27]=[CH:28][CH:29]=4)[CH:24]=[CH:23][CH:22]=3)[CH3:20])[CH2:14]2)=[CH:9][CH:8]=1)C.[OH-].[Na+].[ClH:34].C(OCC)(=O)C, predict the reaction product. The product is: [ClH:34].[C:21]1([C@H:19]([NH:18][C@H:15]2[CH2:16][CH2:17][C@@H:13]([C:10]3[CH:9]=[CH:8][C:7]([O:6][CH2:5][C:4]([OH:31])=[O:3])=[CH:12][CH:11]=3)[CH2:14]2)[CH3:20])[C:30]2[C:25](=[CH:26][CH:27]=[CH:28][CH:29]=2)[CH:24]=[CH:23][CH:22]=1. (6) Given the reactants Br[C:2]1[C:3]([CH3:22])=[C:4]([CH:18]=[C:19](I)[CH:20]=1)[C:5]([NH:7][CH2:8][C:9]1[C:10](=[O:17])[NH:11][C:12]([CH3:16])=[CH:13][C:14]=1[CH3:15])=[O:6].[CH3:23][N:24]([CH3:40])[C:25]1[N:30]=[CH:29][C:28](B2OC(C)(C)C(C)(C)O2)=[CH:27][N:26]=1.C(=O)(O)[O-].[Na+].[CH3:46][N:47]1[C:51](B2OC(C)(C)C(C)(C)O2)=[CH:50][CH:49]=[N:48]1.C(Cl)Cl.C(=O)([O-])[O-].[Na+].[Na+], predict the reaction product. The product is: [CH3:40][N:24]([CH3:23])[C:25]1[N:26]=[CH:27][C:28]([C:19]2[CH:20]=[C:2]([C:51]3[N:47]([CH3:46])[N:48]=[CH:49][CH:50]=3)[C:3]([CH3:22])=[C:4]([CH:18]=2)[C:5]([NH:7][CH2:8][C:9]2[C:10](=[O:17])[NH:11][C:12]([CH3:16])=[CH:13][C:14]=2[CH3:15])=[O:6])=[CH:29][N:30]=1. (7) Given the reactants Cl.[NH2:2][C:3]1[N:12]=[C:11]([C:13]2[CH:18]=[CH:17][CH:16]=[C:15]([OH:19])[CH:14]=2)[C:10]2[C:5](=[CH:6][CH:7]=[C:8]([Cl:20])[CH:9]=2)[N:4]=1.C([NH:28][CH2:29][CH2:30][CH2:31][CH2:32][CH2:33]Br)(OC(C)(C)C)=O.C(=O)([O-])[O-].[K+].[K+].C(O)(C(F)(F)F)=O, predict the reaction product. The product is: [NH2:2][C:3]1[N:12]=[C:11]([C:13]2[CH:18]=[CH:17][CH:16]=[C:15]([O:19][CH2:33][CH2:32][CH2:31][CH2:30][CH2:29][NH2:28])[CH:14]=2)[C:10]2[C:5](=[CH:6][CH:7]=[C:8]([Cl:20])[CH:9]=2)[N:4]=1. (8) Given the reactants [Cl:1][C:2]1[CH:3]=[C:4]([OH:13])[CH:5]=[N:6][C:7]=1[O:8][CH2:9][CH:10]([CH3:12])[CH3:11].Br[CH2:15][C:16]1[C:25]([F:26])=[CH:24][C:19]([C:20]([O:22][CH3:23])=[O:21])=[C:18]([F:27])[CH:17]=1.C(=O)([O-])[O-].[K+].[K+], predict the reaction product. The product is: [Cl:1][C:2]1[CH:3]=[C:4]([O:13][CH2:15][C:16]2[C:25]([F:26])=[CH:24][C:19]([C:20]([O:22][CH3:23])=[O:21])=[C:18]([F:27])[CH:17]=2)[CH:5]=[N:6][C:7]=1[O:8][CH2:9][CH:10]([CH3:11])[CH3:12]. (9) Given the reactants [OH:1][CH2:2][C:3]([NH:6][C:7]([C:9]1[C:10]2[CH2:11][C@H:12]3[CH2:24][C@H:13]3[C:14]=2[N:15]([C:17]2[CH:22]=[N:21][C:20](Br)=[CH:19][N:18]=2)[N:16]=1)=[O:8])([CH3:5])[CH3:4].[CH3:25][NH:26][CH3:27].C1COCC1, predict the reaction product. The product is: [OH:1][CH2:2][C:3]([NH:6][C:7]([C:9]1[C:10]2[CH2:11][C@H:12]3[CH2:24][C@H:13]3[C:14]=2[N:15]([C:17]2[CH:22]=[N:21][C:20]([N:26]([CH3:27])[CH3:25])=[CH:19][N:18]=2)[N:16]=1)=[O:8])([CH3:5])[CH3:4].